This data is from Forward reaction prediction with 1.9M reactions from USPTO patents (1976-2016). The task is: Predict the product of the given reaction. (1) Given the reactants [Cl:1][CH2:2][C@@H:3]1[CH2:5][C@H:4]1[CH2:6][N:7]1[CH2:12][CH2:11][N:10]([C:13]2[CH:18]=[CH:17][CH:16]=[CH:15][C:14]=2[CH:19]2[CH2:24][C:23]([CH3:26])([CH3:25])[CH2:22][C:21]([CH3:28])([CH3:27])[CH2:20]2)[CH2:9][CH2:8]1.Cl, predict the reaction product. The product is: [ClH:1].[Cl:1][CH2:2][C@@H:3]1[CH2:5][C@H:4]1[CH2:6][N:7]1[CH2:8][CH2:9][N:10]([C:13]2[CH:18]=[CH:17][CH:16]=[CH:15][C:14]=2[CH:19]2[CH2:24][C:23]([CH3:26])([CH3:25])[CH2:22][C:21]([CH3:28])([CH3:27])[CH2:20]2)[CH2:11][CH2:12]1. (2) Given the reactants [NH2:1][C:2]1[C:7]([C:8]2[CH:13]=[CH:12][CH:11]=[C:10]([F:14])[CH:9]=2)=[C:6]([C:15](=[O:17])[CH3:16])[CH:5]=[C:4]([Cl:18])[C:3]=1[CH3:19].[CH2:20]([O:23][C:24](Cl)=[O:25])[CH2:21]Cl.CC(C)([O-])C.[K+], predict the reaction product. The product is: [C:15]([C:6]1[C:7]([C:8]2[CH:13]=[CH:12][CH:11]=[C:10]([F:14])[CH:9]=2)=[C:2]([N:1]2[CH2:21][CH2:20][O:23][C:24]2=[O:25])[C:3]([CH3:19])=[C:4]([Cl:18])[CH:5]=1)(=[O:17])[CH3:16]. (3) Given the reactants [Cl:1][C:2]1[CH:10]=[C:9]2[C:5]([C:6](O)([C:12]3[CH:21]=[CH:20][C:19]4[C:14](=[CH:15][CH:16]=[CH:17][CH:18]=4)[CH:13]=3)[C:7](=[O:11])[NH:8]2)=[CH:4][CH:3]=1.C([SiH](CC)CC)C.FC(F)(F)C(O)=O.C(=O)([O-])[O-].[Na+].[Na+], predict the reaction product. The product is: [Cl:1][C:2]1[CH:10]=[C:9]2[C:5]([CH:6]([C:12]3[CH:21]=[CH:20][C:19]4[C:14](=[CH:15][CH:16]=[CH:17][CH:18]=4)[CH:13]=3)[C:7](=[O:11])[NH:8]2)=[CH:4][CH:3]=1. (4) Given the reactants [I:1][C:2]1[CH:3]=[C:4]2[C:9](=[CH:10][CH:11]=1)[C:8](=[O:12])[NH:7][C:6](=[O:13])[C:5]2=[CH:14]OC.[NH2:17][CH2:18][C:19]1[CH:20]=[C:21]([OH:32])[C:22]([C:25]2[CH:30]=[CH:29][C:28]([F:31])=[CH:27][CH:26]=2)=[CH:23][CH:24]=1, predict the reaction product. The product is: [F:31][C:28]1[CH:27]=[CH:26][C:25]([C:22]2[CH:23]=[CH:24][C:19]([CH2:18][NH:17][CH:14]=[C:5]3[C:4]4[C:9](=[CH:10][CH:11]=[C:2]([I:1])[CH:3]=4)[C:8](=[O:12])[NH:7][C:6]3=[O:13])=[CH:20][C:21]=2[OH:32])=[CH:30][CH:29]=1. (5) Given the reactants C([O:3][C:4]([C:6]1[CH:11]=[CH:10][CH:9]=[C:8]([S:12][CH:13]([CH2:15][CH3:16])[CH3:14])[N:7]=1)=O)C.[Li+].[BH4-].O, predict the reaction product. The product is: [CH:13]([S:12][C:8]1[N:7]=[C:6]([CH2:4][OH:3])[CH:11]=[CH:10][CH:9]=1)([CH2:15][CH3:16])[CH3:14]. (6) Given the reactants [CH3:1][O:2][C:3]1[CH:4]=[C:5]2[C:10](=[C:11]([N:13]3[CH2:18][CH2:17][NH:16][CH2:15][CH2:14]3)[CH:12]=1)[N:9]=[CH:8][CH:7]=[CH:6]2.[F:19][C:20]([F:39])([F:38])[C:21]1[CH:22]=[N:23][C:24]2[C:29]([CH:30]=1)=[CH:28][CH:27]=[CH:26][C:25]=2[N:31]1[CH2:36][CH2:35][C:34](=O)[CH2:33][CH2:32]1.C([BH3-])#N.[Na+], predict the reaction product. The product is: [CH3:1][O:2][C:3]1[CH:4]=[C:5]2[C:10](=[C:11]([N:13]3[CH2:14][CH2:15][N:16]([CH:34]4[CH2:35][CH2:36][N:31]([C:25]5[CH:26]=[CH:27][CH:28]=[C:29]6[C:24]=5[N:23]=[CH:22][C:21]([C:20]([F:39])([F:38])[F:19])=[CH:30]6)[CH2:32][CH2:33]4)[CH2:17][CH2:18]3)[CH:12]=1)[N:9]=[CH:8][CH:7]=[CH:6]2. (7) Given the reactants [N:1]1[CH:6]=[CH:5][CH:4]=[CH:3][C:2]=1[C:7](=O)[CH3:8].[Cl-].[NH4+].C([BH3-])#[N:13].[Na+].CC1C=CC(S(O)(=O)=O)=CC=1, predict the reaction product. The product is: [N:1]1[CH:6]=[CH:5][CH:4]=[CH:3][C:2]=1[CH:7]([NH2:13])[CH3:8]. (8) The product is: [NH2:8][CH:9]([C:14]1([C:18]2[CH:19]=[CH:20][C:21]([O:22][CH2:23][C:24]([O:26][CH2:27][CH3:28])=[O:25])=[CH:29][CH:30]=2)[CH2:15][CH2:16][CH2:17]1)[CH2:10][CH:11]([CH3:12])[CH3:13]. Given the reactants C(OC([NH:8][CH:9]([C:14]1([C:18]2[CH:30]=[CH:29][C:21]([O:22][CH2:23][C:24]([O:26][CH2:27][CH3:28])=[O:25])=[CH:20][CH:19]=2)[CH2:17][CH2:16][CH2:15]1)[CH2:10][CH:11]([CH3:13])[CH3:12])=O)(C)(C)C.FC(F)(F)C(O)=O, predict the reaction product. (9) Given the reactants [CH3:1][O:2][C:3]([C:5]1[CH:6]=[CH:7][C:8]2[N:9]([N:11]=[C:12]([C:14]3[C:19]([CH3:20])=[CH:18][C:17]([OH:21])=[CH:16][C:15]=3[CH3:22])[N:13]=2)[CH:10]=1)=[O:4].[CH3:23][S:24]([CH2:27][CH2:28][CH2:29]OS(C1C=CC(C)=CC=1)(=O)=O)(=[O:26])=[O:25].C(=O)([O-])[O-].[K+].[K+], predict the reaction product. The product is: [CH3:1][O:2][C:3]([C:5]1[CH:6]=[CH:7][C:8]2[N:9]([N:11]=[C:12]([C:14]3[C:15]([CH3:22])=[CH:16][C:17]([O:21][CH2:29][CH2:28][CH2:27][S:24]([CH3:23])(=[O:26])=[O:25])=[CH:18][C:19]=3[CH3:20])[N:13]=2)[CH:10]=1)=[O:4]. (10) Given the reactants C[O:2][C:3](=O)[C@@H:4]([CH3:14])[NH:5][C:6]1[C:11]([Br:12])=[CH:10][N:9]=[C:8]([Cl:13])[N:7]=1.[H-].C([Al+]CC(C)C)C(C)C, predict the reaction product. The product is: [Br:12][C:11]1[C:6]([NH:5][C@H:4]([CH3:14])[CH:3]=[O:2])=[N:7][C:8]([Cl:13])=[N:9][CH:10]=1.